This data is from Reaction yield outcomes from USPTO patents with 853,638 reactions. The task is: Predict the reaction yield, written as a fraction of the theoretical maximum amount of product (1.0 means a 100% yield; for example, 0.34 means a 34% yield). The reactants are C([N:5]([CH2:9][CH2:10][O:11][NH:12][C:13]([C@@H:15]1[CH2:21][CH2:20][C@@H:19]2[CH2:22][N:16]1[C:17](=[O:28])[N:18]2[O:23][S:24]([OH:27])(=[O:26])=[O:25])=[O:14])C(=O)[O-])(C)(C)C.C([N+](CCCC)(CCCC)CCCC)CCC.FC(F)(F)C(O)=O.C([O-])(=O)C.[Na+].C(O)(=O)C.[OH-].[Na+]. The catalyst is C(Cl)Cl.C(OCC)C. The product is [NH2:5][CH2:9][CH2:10][O:11][NH:12][C:13]([C@@H:15]1[CH2:21][CH2:20][C@@H:19]2[CH2:22][N:16]1[C:17](=[O:28])[N:18]2[O:23][S:24]([OH:27])(=[O:26])=[O:25])=[O:14]. The yield is 0.740.